This data is from Forward reaction prediction with 1.9M reactions from USPTO patents (1976-2016). The task is: Predict the product of the given reaction. (1) Given the reactants [Br:1][C:2]1[CH:7]=[CH:6][C:5]([C@@H:8]([N:10]2[CH2:15][CH2:14][C@:13]([CH2:22][C:23]3([CH3:26])[CH2:25][O:24]3)([C:16]3[CH:21]=[CH:20][CH:19]=[CH:18][CH:17]=3)[NH:12][C:11]2=[O:27])[CH3:9])=[CH:4][CH:3]=1.[Li+].[B-](CC)(CC)CC.OO, predict the reaction product. The product is: [Br:1][C:2]1[CH:7]=[CH:6][C:5]([C@@H:8]([N:10]2[CH2:15][CH2:14][C@:13]([CH2:22][C:23]([OH:24])([CH3:25])[CH3:26])([C:16]3[CH:17]=[CH:18][CH:19]=[CH:20][CH:21]=3)[NH:12][C:11]2=[O:27])[CH3:9])=[CH:4][CH:3]=1. (2) The product is: [C:6]([C:7]1[CH:8]=[CH:9][C:10]([Si:13]([C:28]2[CH:29]=[CH:30][C:31]([C:34]#[CH:35])=[CH:32][CH:33]=2)([CH3:27])[O:14][Si:15]([CH3:26])([CH3:25])[O:16][Si:17]([CH3:23])([CH3:24])[O:18][Si:19]([CH3:20])([CH3:21])[CH3:22])=[CH:11][CH:12]=1)#[CH:5]. Given the reactants C[Si]([C:5]#[C:6][C:7]1[CH:12]=[CH:11][C:10]([Si:13]([C:28]2[CH:33]=[CH:32][C:31]([C:34]#[C:35][Si](C)(C)C)=[CH:30][CH:29]=2)([CH3:27])[O:14][Si:15]([CH3:26])([CH3:25])[O:16][Si:17]([CH3:24])([CH3:23])[O:18][Si:19]([CH3:22])([CH3:21])[CH3:20])=[CH:9][CH:8]=1)(C)C.CO.C1COCC1, predict the reaction product.